This data is from Reaction yield outcomes from USPTO patents with 853,638 reactions. The task is: Predict the reaction yield, written as a fraction of the theoretical maximum amount of product (1.0 means a 100% yield; for example, 0.34 means a 34% yield). (1) The reactants are [Cl:1][C:2]1[CH:7]=[CH:6][CH:5]=[CH:4][C:3]=1[C:8]1[O:12][C:11](I)=[N:10][C:9]=1[C:14]1[N:18]([CH2:19][O:20][CH2:21][CH2:22][Si:23]([CH3:26])([CH3:25])[CH3:24])[CH:17]=[N:16][N:15]=1.[CH3:27][C:28]1[C:29](B2OC(C)(C)C(C)(C)O2)=[CH:30][C:31]([NH:34][C:35](=[O:37])[CH3:36])=[N:32][CH:33]=1.C(=O)([O-])[O-].[Cs+].[Cs+]. The catalyst is O1CCOCC1.O.C1C=CC([P]([Pd]([P](C2C=CC=CC=2)(C2C=CC=CC=2)C2C=CC=CC=2)([P](C2C=CC=CC=2)(C2C=CC=CC=2)C2C=CC=CC=2)[P](C2C=CC=CC=2)(C2C=CC=CC=2)C2C=CC=CC=2)(C2C=CC=CC=2)C2C=CC=CC=2)=CC=1. The product is [Cl:1][C:2]1[CH:7]=[CH:6][CH:5]=[CH:4][C:3]=1[C:8]1[O:12][C:11]([C:29]2[C:28]([CH3:27])=[CH:33][N:32]=[C:31]([NH:34][C:35](=[O:37])[CH3:36])[CH:30]=2)=[N:10][C:9]=1[C:14]1[N:18]([CH2:19][O:20][CH2:21][CH2:22][Si:23]([CH3:26])([CH3:25])[CH3:24])[CH:17]=[N:16][N:15]=1. The yield is 0.810. (2) The reactants are [NH2:1][C:2]1[CH:10]=[CH:9][C:5]([C:6]([NH2:8])=[O:7])=[CH:4][C:3]=1[C:11]1[CH2:16][CH2:15][CH2:14][CH2:13][CH:12]=1.[K+].[C:18]([C:20]1[N:21]=[C:22]([C:33]([O-])=[O:34])[N:23]([CH2:25][O:26][CH2:27][CH2:28][Si:29]([CH3:32])([CH3:31])[CH3:30])[CH:24]=1)#[N:19]. The catalyst is CO.C(Cl)Cl. The product is [C:6]([C:5]1[CH:9]=[CH:10][C:2]([NH:1][C:33]([C:22]2[N:23]([CH2:25][O:26][CH2:27][CH2:28][Si:29]([CH3:32])([CH3:31])[CH3:30])[CH:24]=[C:20]([C:18]#[N:19])[N:21]=2)=[O:34])=[C:3]([C:11]2[CH2:16][CH2:15][CH2:14][CH2:13][CH:12]=2)[CH:4]=1)(=[O:7])[NH2:8]. The yield is 0.980. (3) The reactants are [O-:1][CH2:2][CH3:3].[Na+].[S:5]1[CH:9]=[CH:8][CH:7]=C1CC(O)=O.ClCCC[Si:18]([O:25][CH2:26][CH3:27])([O:22][CH2:23][CH3:24])[O:19][CH2:20][CH3:21]. The catalyst is S1C=CC=C1C(O)=O.C(O)C. The product is [C:2]([S:5][CH2:9][CH2:8][CH2:7][Si:18]([O:25][CH2:26][CH3:27])([O:22][CH2:23][CH3:24])[O:19][CH2:20][CH3:21])(=[O:1])[CH3:3]. The yield is 0.780. (4) The reactants are [CH2:1]([N:8]1[CH:13]2[CH2:14][CH2:15][CH:9]1[CH2:10][CH:11]([NH:16][C:17]1[C:26]([N+:27]([O-])=O)=[CH:25][C:20]([C:21]([O:23][CH3:24])=[O:22])=[C:19]([F:30])[CH:18]=1)[CH2:12]2)[C:2]1[CH:7]=[CH:6][CH:5]=[CH:4][CH:3]=1.OCC1(OC[C@@H](O)[C@@H](O)[C@H]1O)O. The catalyst is CO.[Ni]. The product is [CH3:24][O:23][C:21](=[O:22])[C:20]1[CH:25]=[C:26]([NH2:27])[C:17]([NH:16][CH:11]2[CH2:12][CH:13]3[N:8]([CH2:1][C:2]4[CH:3]=[CH:4][CH:5]=[CH:6][CH:7]=4)[CH:9]([CH2:15][CH2:14]3)[CH2:10]2)=[CH:18][C:19]=1[F:30]. The yield is 0.960. (5) The reactants are CCN(C(C)C)C(C)C.Cl.[CH3:11][O:12][C:13](=[O:18])[C@H:14]([NH2:17])[CH2:15][OH:16].[CH3:19][C:20]([O:23][C:24](O[C:24]([O:23][C:20]([CH3:22])([CH3:21])[CH3:19])=[O:25])=[O:25])([CH3:22])[CH3:21]. The catalyst is C(Cl)Cl. The product is [CH3:11][O:12][C:13]([C@H:14]([NH:17][C:24](=[O:25])[O:23][C:20]([CH3:22])([CH3:21])[CH3:19])[CH2:15][OH:16])=[O:18]. The yield is 0.960.